From a dataset of Catalyst prediction with 721,799 reactions and 888 catalyst types from USPTO. Predict which catalyst facilitates the given reaction. (1) Reactant: [O:1]1[C:5]2[CH:6]=[CH:7][CH:8]=[CH:9][C:4]=2[C:3](=[O:10])[CH2:2]1.O1CCCC1.[BH4-].[Na+].O. Product: [O:1]1[C:5]2[CH:6]=[CH:7][CH:8]=[CH:9][C:4]=2[CH:3]([OH:10])[CH2:2]1. The catalyst class is: 5. (2) Reactant: [O:1]1[C:5]2[CH:6]=[CH:7][CH:8]=[CH:9][C:4]=2[N:3]=[C:2]1[C:10]1([C:13]([OH:15])=O)[CH2:12][CH2:11]1.CCN(C(C)C)C(C)C.CCN=C=NCCCN(C)C.C1C=CC2N(O)N=NC=2C=1.O.[NH2:47][C:48]1[CH:81]=[CH:80][C:51]([O:52][C:53]2[CH:58]=[CH:57][N:56]=[C:55]3[N:59]([CH2:71][C:72]4[CH:77]=[CH:76][C:75]([O:78][CH3:79])=[CH:74][CH:73]=4)[N:60]=[C:61]([N:62]4[CH2:67][CH2:66][CH:65]([N:68]([CH3:70])[CH3:69])[CH2:64][CH2:63]4)[C:54]=23)=[C:50]([F:82])[CH:49]=1. Product: [O:1]1[C:5]2[CH:6]=[CH:7][CH:8]=[CH:9][C:4]=2[N:3]=[C:2]1[C:10]1([C:13]([NH:47][C:48]2[CH:81]=[CH:80][C:51]([O:52][C:53]3[CH:58]=[CH:57][N:56]=[C:55]4[N:59]([CH2:71][C:72]5[CH:73]=[CH:74][C:75]([O:78][CH3:79])=[CH:76][CH:77]=5)[N:60]=[C:61]([N:62]5[CH2:63][CH2:64][CH:65]([N:68]([CH3:70])[CH3:69])[CH2:66][CH2:67]5)[C:54]=34)=[C:50]([F:82])[CH:49]=2)=[O:15])[CH2:11][CH2:12]1. The catalyst class is: 4. (3) Reactant: [NH2:1][C:2]1[N:10]=[CH:9][N:8]=[C:7]2[C:3]=1[N:4]=[CH:5][N:6]2[C@H:11]1[C@H:15]([OH:16])[CH2:14][C@@H:13]([CH2:17][O:18][Si:19]([C:22]([CH3:25])([CH3:24])[CH3:23])([CH3:21])[CH3:20])[O:12]1.[CH3:26][C:27](OC(C)=O)=[O:28]. Product: [C:27]([O:16][C@@H:15]1[CH2:14][C@@H:13]([CH2:17][O:18][Si:19]([C:22]([CH3:25])([CH3:24])[CH3:23])([CH3:20])[CH3:21])[O:12][C@H:11]1[N:6]1[CH:5]=[N:4][C:3]2[C:7]1=[N:8][CH:9]=[N:10][C:2]=2[NH2:1])(=[O:28])[CH3:26]. The catalyst class is: 377. (4) Reactant: C(OO)(=[O:3])C.[Cl:6][C:7]1[C:8]([O:22][CH:23]2[CH2:26][CH2:25][CH2:24]2)=[N:9][CH:10]=[C:11](B2OC(C)(C)C(C)(C)O2)[CH:12]=1.S([O-])([O-])(=O)=S.[Na+].[Na+]. Product: [Cl:6][C:7]1[CH:12]=[C:11]([OH:3])[CH:10]=[N:9][C:8]=1[O:22][CH:23]1[CH2:26][CH2:25][CH2:24]1. The catalyst class is: 86. (5) Reactant: [CH2:1]([O:3][C:4](=[O:21])[C:5]1[CH:10]=[CH:9][CH:8]=[C:7]([O:11][C:12]2[CH:17]=[CH:16][C:15]([F:18])=[CH:14][CH:13]=2)[C:6]=1[CH2:19]Br)[CH3:2].[CH3:22][O:23][C:24](=[O:37])[CH2:25][NH:26][S:27]([C:30]1[CH:35]=[CH:34][C:33]([CH3:36])=[CH:32][CH:31]=1)(=[O:29])=[O:28].[I-].[Na+].C(=O)([O-])[O-].[K+].[K+]. Product: [CH2:1]([O:3][C:4](=[O:21])[C:5]1[CH:10]=[CH:9][CH:8]=[C:7]([O:11][C:12]2[CH:17]=[CH:16][C:15]([F:18])=[CH:14][CH:13]=2)[C:6]=1[CH2:19][N:26]([CH2:25][C:24]([O:23][CH3:22])=[O:37])[S:27]([C:30]1[CH:31]=[CH:32][C:33]([CH3:36])=[CH:34][CH:35]=1)(=[O:29])=[O:28])[CH3:2]. The catalyst class is: 9. (6) Reactant: [NH2:1][CH2:2][CH2:3][CH2:4][N:5]1[CH2:9][CH2:8][CH:7]([C:10]#[N:11])[CH2:6]1.Cl[C:13]1[N:14]=[N+:15]([O-:26])[C:16]2[CH:25]=[C:24]3[C:20]([CH2:21][CH2:22][CH2:23]3)=[CH:19][C:17]=2[N:18]=1.CCN(CC)CC. Product: [O-:26][N+:15]1[C:16]2[CH:25]=[C:24]3[C:20](=[CH:19][C:17]=2[N:18]=[C:13]([NH:1][CH2:2][CH2:3][CH2:4][N:5]2[CH2:9][CH2:8][CH:7]([C:10]#[N:11])[CH2:6]2)[N:14]=1)[CH2:21][CH2:22][CH2:23]3. The catalyst class is: 57. (7) Reactant: [CH2:1]([OH:5])[CH2:2][CH:3]=C.[CH2:6]([O:13][C:14]([CH3:18])([CH3:17])[CH:15]=[O:16])[C:7]1[CH:12]=[CH:11][CH:10]=[CH:9][CH:8]=1.[C:19](O)(C(F)(F)F)=O. Product: [CH2:6]([O:13][C:14]([CH:15]1[CH2:19][CH:1]([OH:5])[CH2:2][CH2:3][O:16]1)([CH3:18])[CH3:17])[C:7]1[CH:12]=[CH:11][CH:10]=[CH:9][CH:8]=1. The catalyst class is: 4. (8) Reactant: [CH3:1][O:2][N:3]=[C:4]1[C:12]2[C:7](=[CH:8][C:9](Br)=[CH:10][CH:11]=2)[CH2:6][CH2:5]1.[Li]CCCC.CN([CH:22]=[O:23])C. The catalyst class is: 1. Product: [CH3:1][O:2][N:3]=[C:4]1[C:12]2[C:7](=[CH:8][C:9]([CH:22]=[O:23])=[CH:10][CH:11]=2)[CH2:6][CH2:5]1.